This data is from Reaction yield outcomes from USPTO patents with 853,638 reactions. The task is: Predict the reaction yield, written as a fraction of the theoretical maximum amount of product (1.0 means a 100% yield; for example, 0.34 means a 34% yield). The reactants are [CH3:1][N:2]1[CH2:7][CH2:6][CH2:5][C@@H:4]([CH2:8][O:9][C:10]2[C:18]3[C:17]4[CH:19]=[C:20]([C:23]#[N:24])[N:21]=[CH:22][C:16]=4[N:15](COCC[Si](C)(C)C)[C:14]=3[N:13]=[CH:12][CH:11]=2)[CH2:3]1.Br.[OH-].[Na+].Cl. The catalyst is O1CCOCC1. The product is [CH3:1][N:2]1[CH2:7][CH2:6][CH2:5][C@@H:4]([CH2:8][O:9][C:10]2[C:18]3[C:17]4[CH:19]=[C:20]([C:23]#[N:24])[N:21]=[CH:22][C:16]=4[NH:15][C:14]=3[N:13]=[CH:12][CH:11]=2)[CH2:3]1. The yield is 0.700.